From a dataset of Full USPTO retrosynthesis dataset with 1.9M reactions from patents (1976-2016). Predict the reactants needed to synthesize the given product. (1) Given the product [O:20]=[C:13]1[CH:14]([C:15]([O:17][CH3:18])=[O:16])[C:4](=[O:21])[CH2:5][C:6]2([CH2:7][CH2:8][CH2:9][CH2:10][CH2:11]2)[NH:12]1, predict the reactants needed to synthesize it. The reactants are: [Na].CO[C:4](=[O:21])[CH2:5][C:6]1([NH:12][C:13](=[O:20])[CH2:14][C:15]([O:17][CH2:18]C)=[O:16])[CH2:11][CH2:10][CH2:9][CH2:8][CH2:7]1.O. (2) Given the product [F:28][C:29]1[CH:37]=[CH:36][C:32]([C:33]([N:24]2[CH2:25][CH2:26][CH:21]([NH:20][C:19](=[O:27])[CH2:18][O:17][C:4]3[N:3]=[C:2]([CH3:1])[C:7]([NH:8][C:9](=[O:15])[O:10][C:11]([CH3:14])([CH3:12])[CH3:13])=[C:6]([CH3:16])[N:5]=3)[CH2:22][CH2:23]2)=[O:34])=[CH:31][CH:30]=1, predict the reactants needed to synthesize it. The reactants are: [CH3:1][C:2]1[C:7]([NH:8][C:9](=[O:15])[O:10][C:11]([CH3:14])([CH3:13])[CH3:12])=[C:6]([CH3:16])[N:5]=[C:4]([O:17][CH2:18][C:19](=[O:27])[NH:20][CH:21]2[CH2:26][CH2:25][NH:24][CH2:23][CH2:22]2)[N:3]=1.[F:28][C:29]1[CH:37]=[CH:36][C:32]([C:33](Cl)=[O:34])=[CH:31][CH:30]=1.